From a dataset of Forward reaction prediction with 1.9M reactions from USPTO patents (1976-2016). Predict the product of the given reaction. Given the reactants [N:1](OC(C)(C)C)=[O:2].Cl.O1CCOCC1.[C:15]([O:19][C:20](=[O:40])[NH:21][C:22]1[N:31]=[C:30]([O:32][CH3:33])[C:29]2[C:28]3[CH:34]=[C:35]([F:38])[CH:36]=[CH:37][C:27]=3[C:26]([OH:39])=[CH:25][C:24]=2[N:23]=1)([CH3:18])([CH3:17])[CH3:16], predict the reaction product. The product is: [C:15]([O:19][C:20](=[O:40])[NH:21][C:22]1[N:31]=[C:30]([O:32][CH3:33])[C:29]2[C:28]3[CH:34]=[C:35]([F:38])[CH:36]=[CH:37][C:27]=3[C:26](=[O:39])[C:25](=[N:1][OH:2])[C:24]=2[N:23]=1)([CH3:18])([CH3:16])[CH3:17].